Regression. Given two drug SMILES strings and cell line genomic features, predict the synergy score measuring deviation from expected non-interaction effect. From a dataset of NCI-60 drug combinations with 297,098 pairs across 59 cell lines. (1) Drug 1: C1CN1C2=NC(=NC(=N2)N3CC3)N4CC4. Drug 2: COC1=C2C(=CC3=C1OC=C3)C=CC(=O)O2. Cell line: SR. Synergy scores: CSS=58.2, Synergy_ZIP=0.679, Synergy_Bliss=1.86, Synergy_Loewe=-22.5, Synergy_HSA=2.09. (2) Drug 1: CC1C(C(=O)NC(C(=O)N2CCCC2C(=O)N(CC(=O)N(C(C(=O)O1)C(C)C)C)C)C(C)C)NC(=O)C3=C4C(=C(C=C3)C)OC5=C(C(=O)C(=C(C5=N4)C(=O)NC6C(OC(=O)C(N(C(=O)CN(C(=O)C7CCCN7C(=O)C(NC6=O)C(C)C)C)C)C(C)C)C)N)C. Drug 2: CS(=O)(=O)CCNCC1=CC=C(O1)C2=CC3=C(C=C2)N=CN=C3NC4=CC(=C(C=C4)OCC5=CC(=CC=C5)F)Cl. Cell line: M14. Synergy scores: CSS=18.4, Synergy_ZIP=3.25, Synergy_Bliss=5.30, Synergy_Loewe=5.38, Synergy_HSA=6.10. (3) Drug 1: CS(=O)(=O)OCCCCOS(=O)(=O)C. Drug 2: CC1=C(C(=O)C2=C(C1=O)N3CC4C(C3(C2COC(=O)N)OC)N4)N. Cell line: MOLT-4. Synergy scores: CSS=59.2, Synergy_ZIP=1.41, Synergy_Bliss=2.54, Synergy_Loewe=1.54, Synergy_HSA=6.31. (4) Drug 1: C(=O)(N)NO. Drug 2: C#CCC(CC1=CN=C2C(=N1)C(=NC(=N2)N)N)C3=CC=C(C=C3)C(=O)NC(CCC(=O)O)C(=O)O. Cell line: SW-620. Synergy scores: CSS=-0.610, Synergy_ZIP=5.57, Synergy_Bliss=2.55, Synergy_Loewe=-4.27, Synergy_HSA=-0.256. (5) Drug 1: CCC1=CC2CC(C3=C(CN(C2)C1)C4=CC=CC=C4N3)(C5=C(C=C6C(=C5)C78CCN9C7C(C=CC9)(C(C(C8N6C)(C(=O)OC)O)OC(=O)C)CC)OC)C(=O)OC. Drug 2: CN1C(=O)N2C=NC(=C2N=N1)C(=O)N. Cell line: UACC62. Synergy scores: CSS=38.0, Synergy_ZIP=-2.63, Synergy_Bliss=-3.80, Synergy_Loewe=-3.14, Synergy_HSA=-0.378. (6) Drug 1: C1=CN(C=N1)CC(O)(P(=O)(O)O)P(=O)(O)O. Drug 2: COC1=C2C(=CC3=C1OC=C3)C=CC(=O)O2. Cell line: NCI-H226. Synergy scores: CSS=-5.37, Synergy_ZIP=1.65, Synergy_Bliss=-1.48, Synergy_Loewe=-3.96, Synergy_HSA=-4.73. (7) Drug 1: CC(C)(C#N)C1=CC(=CC(=C1)CN2C=NC=N2)C(C)(C)C#N. Drug 2: C1CCC(C(C1)N)N.C(=O)(C(=O)[O-])[O-].[Pt+4]. Cell line: SNB-19. Synergy scores: CSS=24.6, Synergy_ZIP=-8.48, Synergy_Bliss=1.65, Synergy_Loewe=-2.26, Synergy_HSA=-1.69. (8) Drug 1: CCC1(CC2CC(C3=C(CCN(C2)C1)C4=CC=CC=C4N3)(C5=C(C=C6C(=C5)C78CCN9C7C(C=CC9)(C(C(C8N6C)(C(=O)OC)O)OC(=O)C)CC)OC)C(=O)OC)O.OS(=O)(=O)O. Drug 2: CC1CCC2CC(C(=CC=CC=CC(CC(C(=O)C(C(C(=CC(C(=O)CC(OC(=O)C3CCCCN3C(=O)C(=O)C1(O2)O)C(C)CC4CCC(C(C4)OC)O)C)C)O)OC)C)C)C)OC. Cell line: HCC-2998. Synergy scores: CSS=-3.19, Synergy_ZIP=0.584, Synergy_Bliss=-3.24, Synergy_Loewe=-4.74, Synergy_HSA=-4.77. (9) Drug 1: CNC(=O)C1=CC=CC=C1SC2=CC3=C(C=C2)C(=NN3)C=CC4=CC=CC=N4. Drug 2: C1=CC=C(C(=C1)C(C2=CC=C(C=C2)Cl)C(Cl)Cl)Cl. Cell line: MCF7. Synergy scores: CSS=6.32, Synergy_ZIP=0.272, Synergy_Bliss=7.13, Synergy_Loewe=1.93, Synergy_HSA=6.90. (10) Drug 1: C1CCC(C1)C(CC#N)N2C=C(C=N2)C3=C4C=CNC4=NC=N3. Drug 2: CS(=O)(=O)CCNCC1=CC=C(O1)C2=CC3=C(C=C2)N=CN=C3NC4=CC(=C(C=C4)OCC5=CC(=CC=C5)F)Cl. Cell line: HOP-92. Synergy scores: CSS=12.6, Synergy_ZIP=0.901, Synergy_Bliss=4.55, Synergy_Loewe=3.55, Synergy_HSA=4.28.